This data is from Reaction yield outcomes from USPTO patents with 853,638 reactions. The task is: Predict the reaction yield, written as a fraction of the theoretical maximum amount of product (1.0 means a 100% yield; for example, 0.34 means a 34% yield). (1) The reactants are C(C1C=CC=CC=1[C:9]1[C:10]2[C:15]([C:16]3[CH:17]=[CH:18][CH:19]=[CH:20][C:21]=3[CH:22]=1)=[CH:14][CH:13]=[CH:12][CH:11]=2)=O.[Cl-].COC[P+]([C:28]1[CH:33]=CC=[CH:30][CH:29]=1)([C:28]1[CH:33]=CC=[CH:30][CH:29]=1)[C:28]1[CH:33]=CC=[CH:30][CH:29]=1.[O:46]1[CH2:50][CH2:49][CH2:48][CH2:47]1.[C:51](O[K])(C)(C)C. The catalyst is O. The product is [CH3:51][O:46][CH:50]=[CH:49][C:48]1([C:9]2[C:10]3[C:15]([C:16]4[CH:17]=[CH:18][CH:19]=[CH:20][C:21]=4[CH:22]=2)=[CH:14][CH:13]=[CH:12][CH:11]=3)[CH:30]=[CH:29][CH:28]=[CH:33][CH2:47]1. The yield is 0.870. (2) The reactants are [C:1]([O:5][C:6]([N:8]1[C@@H:12]([CH2:13][C:14]2[CH:19]=[CH:18][C:17]([O:20][CH3:21])=[CH:16][C:15]=2[I:22])[C:11](=[O:23])[N:10]([CH3:24])[C@@H:9]1[C:25]([CH3:28])([CH3:27])[CH3:26])=[O:7])([CH3:4])([CH3:3])[CH3:2].Cl[Sn](Cl)(Cl)Cl.[CH3:34][O:35]C(Cl)Cl. The catalyst is ClCCl. The product is [C:1]([O:5][C:6]([N:8]1[C@@H:12]([CH2:13][C:14]2[CH:19]=[C:18]([CH:34]=[O:35])[C:17]([O:20][CH3:21])=[CH:16][C:15]=2[I:22])[C:11](=[O:23])[N:10]([CH3:24])[C@@H:9]1[C:25]([CH3:28])([CH3:27])[CH3:26])=[O:7])([CH3:3])([CH3:2])[CH3:4]. The yield is 0.100. (3) The reactants are [OH:1][NH:2][C:3]([C:5]1[C:10]([O:11][CH3:12])=[CH:9][CH:8]=[CH:7][N:6]=1)=[NH:4].[CH3:13][O:14][C:15]1[CH:16]=[C:17]([OH:24])[C:18](=[CH:22][CH:23]=1)[C:19](O)=O. No catalyst specified. The product is [CH3:13][O:14][C:15]1[CH:23]=[CH:22][C:18]([C:19]2[O:1][N:2]=[C:3]([C:5]3[C:10]([O:11][CH3:12])=[CH:9][CH:8]=[CH:7][N:6]=3)[N:4]=2)=[C:17]([OH:24])[CH:16]=1. The yield is 0.190. (4) The reactants are [C:1]1([S:7]([N:10]2[C:14]3=[N:15][CH:16]=[CH:17][CH:18]=[C:13]3[C:12]([CH:19]=[O:20])=[CH:11]2)(=[O:9])=[O:8])[CH:6]=[CH:5][CH:4]=[CH:3][CH:2]=1.[CH:21]1([Mg]Cl)[CH2:23][CH2:22]1. The catalyst is C1COCC1. The product is [CH:21]1([CH:19]([C:12]2[C:13]3[C:14](=[N:15][CH:16]=[CH:17][CH:18]=3)[N:10]([S:7]([C:1]3[CH:2]=[CH:3][CH:4]=[CH:5][CH:6]=3)(=[O:8])=[O:9])[CH:11]=2)[OH:20])[CH2:23][CH2:22]1. The yield is 0.980. (5) The yield is 0.760. The reactants are [CH3:1][C:2]1[CH:3]=[C:4]([NH:20][C:21]2[N:26]=[C:25]([O:27][CH2:28][C:29](O)=[O:30])[CH:24]=[CH:23][N:22]=2)[CH:5]=[C:6]([C:8]2[S:12][C:11]([C:13]([OH:19])([CH3:18])[C:14]([F:17])([F:16])[F:15])=[N:10][CH:9]=2)[CH:7]=1.O[N:33]1C2C=CC=CC=2N=N1.C(N(C(C)C)CC)(C)C.Cl.C(N=C=NCCCN(C)C)C.[Cl-].[NH4+]. The product is [CH3:1][C:2]1[CH:3]=[C:4]([NH:20][C:21]2[N:26]=[C:25]([O:27][CH2:28][C:29]([NH2:33])=[O:30])[CH:24]=[CH:23][N:22]=2)[CH:5]=[C:6]([C:8]2[S:12][C:11]([C:13]([OH:19])([CH3:18])[C:14]([F:16])([F:15])[F:17])=[N:10][CH:9]=2)[CH:7]=1. The catalyst is CN(C)C=O.